Dataset: Full USPTO retrosynthesis dataset with 1.9M reactions from patents (1976-2016). Task: Predict the reactants needed to synthesize the given product. The reactants are: [Cl:1][C:2]1[CH:7]=[CH:6][C:5]([Cl:8])=[CH:4][C:3]=1[C:9]1[O:13][N:12]=[CH:11][C:10]=1[CH2:14][CH2:15][C:16]([OH:18])=[O:17].S(=O)(=O)(O)O.[CH3:24]O. Given the product [Cl:1][C:2]1[CH:7]=[CH:6][C:5]([Cl:8])=[CH:4][C:3]=1[C:9]1[O:13][N:12]=[CH:11][C:10]=1[CH2:14][CH2:15][C:16]([O:18][CH3:24])=[O:17], predict the reactants needed to synthesize it.